Task: Predict which catalyst facilitates the given reaction.. Dataset: Catalyst prediction with 721,799 reactions and 888 catalyst types from USPTO (1) Reactant: [CH2:1]([P:3]([CH2:6][CH3:7])[CH2:4][CH3:5])[CH3:2].[Br:8][CH2:9][CH2:10][CH2:11][CH2:12][CH2:13][CH2:14][CH2:15][CH2:16][CH2:17][CH2:18][CH2:19][CH2:20][OH:21]. Product: [Br-:8].[CH2:1]([P+:3]([CH2:6][CH3:7])([CH2:4][CH3:5])[CH2:9][CH2:10][CH2:11][CH2:12][CH2:13][CH2:14][CH2:15][CH2:16][CH2:17][CH2:18][CH2:19][CH2:20][OH:21])[CH3:2]. The catalyst class is: 10. (2) Reactant: [Cl:1][C:2]1[CH:7]=[CH:6][C:5]([NH:8][C:9](=[O:15])[O:10][C:11]([CH3:14])([CH3:13])[CH3:12])=[CH:4][CH:3]=1.C([Li])(CC)C.[Cl:21][C:22]1[C:29]([Cl:30])=[CH:28][CH:27]=[CH:26][C:23]=1[CH:24]=[O:25].[Cl-].[NH4+]. Product: [Cl:1][C:2]1[CH:3]=[CH:4][C:5]([NH:8][C:9](=[O:15])[O:10][C:11]([CH3:12])([CH3:14])[CH3:13])=[C:6]([CH:24]([C:23]2[CH:26]=[CH:27][CH:28]=[C:29]([Cl:30])[C:22]=2[Cl:21])[OH:25])[CH:7]=1. The catalyst class is: 7. (3) Reactant: [C:1]([O:5][C:6]([NH:8][C@H:9]1[C@H:14]([OH:15])[CH2:13][CH2:12][N:11]([C:16]([O:18][CH2:19][C:20]2[CH:25]=[CH:24][CH:23]=[CH:22][CH:21]=2)=[O:17])[CH2:10]1)=[O:7])([CH3:4])([CH3:3])[CH3:2].C(N(CC)CC)C.[CH3:33][S:34](Cl)(=[O:36])=[O:35]. Product: [C:1]([O:5][C:6]([NH:8][C@H:9]1[C@H:14]([O:15][S:34]([CH3:33])(=[O:36])=[O:35])[CH2:13][CH2:12][N:11]([C:16]([O:18][CH2:19][C:20]2[CH:25]=[CH:24][CH:23]=[CH:22][CH:21]=2)=[O:17])[CH2:10]1)=[O:7])([CH3:4])([CH3:2])[CH3:3]. The catalyst class is: 4. (4) Reactant: [Cl:1][C:2]1[CH:30]=[C:29]([CH:31]2[CH2:33][CH2:32]2)[CH:28]=[CH:27][C:3]=1[CH2:4][N:5]1[CH2:10][CH2:9][CH:8]([CH2:11][O:12][C:13]2[C:22]([CH:23]3[CH2:25][CH2:24]3)=[CH:21][C:16]([C:17]([O:19]C)=[O:18])=[C:15]([F:26])[CH:14]=2)[CH2:7][CH2:6]1.O.[OH-].[Li+].Cl. Product: [Cl:1][C:2]1[CH:30]=[C:29]([CH:31]2[CH2:32][CH2:33]2)[CH:28]=[CH:27][C:3]=1[CH2:4][N:5]1[CH2:6][CH2:7][CH:8]([CH2:11][O:12][C:13]2[C:22]([CH:23]3[CH2:24][CH2:25]3)=[CH:21][C:16]([C:17]([OH:19])=[O:18])=[C:15]([F:26])[CH:14]=2)[CH2:9][CH2:10]1. The catalyst class is: 775. (5) Reactant: [CH3:1][N:2]1[CH2:30][CH2:29][C:5]2[N:6]([CH2:14][CH:15]([C:23]3[CH:28]=[CH:27][N:26]=[CH:25][CH:24]=3)[O:16][CH2:17]/[CH:18]=[CH:19]/[C:20]([OH:22])=[O:21])[C:7]3[CH:8]=[CH:9][C:10]([CH3:13])=[CH:11][C:12]=3[C:4]=2[CH2:3]1. Product: [CH3:1][N:2]1[CH2:30][CH2:29][C:5]2[N:6]([CH2:14][CH:15]([C:23]3[CH:24]=[CH:25][N:26]=[CH:27][CH:28]=3)[O:16][CH2:17][CH2:18][CH2:19][C:20]([OH:22])=[O:21])[C:7]3[CH:8]=[CH:9][C:10]([CH3:13])=[CH:11][C:12]=3[C:4]=2[CH2:3]1. The catalyst class is: 522.